Dataset: Experimentally validated miRNA-target interactions with 360,000+ pairs, plus equal number of negative samples. Task: Binary Classification. Given a miRNA mature sequence and a target amino acid sequence, predict their likelihood of interaction. (1) The miRNA is hsa-miR-374c-3p with sequence CACUUAGCAGGUUGUAUUAUAU. The protein sequence of the target gene is MWGRTARRRCPRELRRGREALLVLLALLALAGLGSVLRAQRGAGAGAAEPGPPRTPRPGRREPVMPRPPVPANALGARGEAVRLQLQGEELRLQEESVRLHQINIYLSDRISLHRRLPERWNPLCKEKKYDYDNLPRTSVIIAFYNEAWSTLLRTVYSVLETSPDILLEEVILVDDYSDREHLKERLANELSGLPKVRLIRANKREGLVRARLLGASAARGDVLTFLDCHCECHEGWLEPLLQRIHEEESAVVCPVIDVIDWNTFEYLGNSGEPQIGGFDWRLVFTWHTVPERERIRMQS.... Result: 0 (no interaction). (2) The miRNA is hsa-miR-4731-3p with sequence CACACAAGUGGCCCCCAACACU. The protein sequence of the target gene is MDPNCSCAAGVSCTCAGSCKCKECKCTSCKKSCCSCCPVGCSKCAQGCVCKGASEKCSCCD. Result: 0 (no interaction). (3) The miRNA is hsa-miR-331-3p with sequence GCCCCUGGGCCUAUCCUAGAA. The protein sequence of the target gene is MSLLRSLRVFLVARTGSYPAGSLLRQSPQPRHTFYAGPRLSASASSKELLMKLRRKTGYSFVNCKKALETCGGDLKQAEIWLHKEAQKEGWSKAAKLQGRKTKEGLIGLLQEGNTTVLVEVNCETDFVSRNLKFQLLVQQVALGTMMHCQTLKDQPSAYSKGFLNSSELSGLPAGPDREGSLKDQLALAIGKLGENMILKRAAWVKVPSGFYVGSYVHGAMQSPSLHKLVLGKYGALVICETSEQKTNLEDVGRRLGQHVVGMAPLSVGSLDDEPGGEAETKMLSQPYLLDPSITLGQYV.... Result: 1 (interaction). (4) The miRNA is mmu-miR-187-3p with sequence UCGUGUCUUGUGUUGCAGCCGG. The protein sequence of the target gene is MLSSGDLTSASWELVVRVDHANGEQQTEITLRVSGDLHIGGVMLKLVEQMNIAQDWSDYALWWEQKRCWLLKTHWTLDKCGVQADANLLFTPQHKMLRLRLPNAKTVRLRVSFSAVVFKAVADICKVLNIRRPEELSLLKPSSDYCKKKKKKEKNSKEPVIEDILNLESSSTSSGSPVSPGLYSKTMTPTYDPINGTPALSTMTWFGDSPLTEQNCSVLAFSQPPPSPDVLADMFQPRSLVDKAKMNAGWLDSSRSLMEQSIQEDEQLQLRFKYYTFFDLNPKYDAVRINQLYEQARWAV.... Result: 0 (no interaction).